This data is from Peptide-MHC class II binding affinity with 134,281 pairs from IEDB. The task is: Regression. Given a peptide amino acid sequence and an MHC pseudo amino acid sequence, predict their binding affinity value. This is MHC class II binding data. The peptide sequence is LGYILRDVSKKEGGA. The MHC is DRB1_0802 with pseudo-sequence DRB1_0802. The binding affinity (normalized) is 0.581.